From a dataset of Reaction yield outcomes from USPTO patents with 853,638 reactions. Predict the reaction yield, written as a fraction of the theoretical maximum amount of product (1.0 means a 100% yield; for example, 0.34 means a 34% yield). (1) The reactants are [Br:1][C:2]1[CH:10]=[CH:9][C:5]([C:6]([OH:8])=[O:7])=[C:4]([CH3:11])[CH:3]=1.S(=O)(=O)(O)O.[CH2:17](O)[CH3:18]. No catalyst specified. The product is [CH2:17]([O:7][C:6](=[O:8])[C:5]1[CH:9]=[CH:10][C:2]([Br:1])=[CH:3][C:4]=1[CH3:11])[CH3:18]. The yield is 0.930. (2) The reactants are [OH:1][CH2:2][C@H:3]1[CH2:8][CH2:7][C@H:6]([NH:9][C:10](=[O:16])[O:11][C:12]([CH3:15])([CH3:14])[CH3:13])[CH2:5][CH2:4]1.CC(OI1(OC(C)=O)(OC(C)=O)OC(=O)C2C=CC=CC1=2)=O. The catalyst is C(Cl)Cl. The product is [CH:2]([C@H:3]1[CH2:4][CH2:5][C@H:6]([NH:9][C:10](=[O:16])[O:11][C:12]([CH3:14])([CH3:13])[CH3:15])[CH2:7][CH2:8]1)=[O:1]. The yield is 0.500. (3) The reactants are [F:1][C:2]1[CH:7]=[C:6]([F:8])[CH:5]=[CH:4][C:3]=1[NH:9][C:10]([NH:12][C:13]1[CH:18]=[CH:17][C:16]([O:19][CH3:20])=[C:15]([C:21]2[NH:22][N:23]=[CH:24][CH:25]=2)[CH:14]=1)=[O:11].[Br:26]N1C(=O)CCC1=O.C([O-])(O)=O.[Na+].[O-]S([O-])(=S)=O.[Na+].[Na+]. The catalyst is CN(C=O)C. The product is [Br:26][C:25]1[CH:24]=[N:23][NH:22][C:21]=1[C:15]1[CH:14]=[C:13]([NH:12][C:10]([NH:9][C:3]2[CH:4]=[CH:5][C:6]([F:8])=[CH:7][C:2]=2[F:1])=[O:11])[CH:18]=[CH:17][C:16]=1[O:19][CH3:20]. The yield is 0.920. (4) The reactants are [CH:1](=O)[CH3:2].[CH3:4][NH:5][C:6]([C:8]1[S:9][CH:10]=[CH:11][C:12]=1[NH:13][C:14]1[C:19]([Cl:20])=[CH:18][N:17]=[C:16]([NH:21][C:22]2[CH:23]=[CH:24][C:25]3[CH2:31][NH:30][CH2:29][C:28](=[O:32])[N:27]([CH2:33][CH3:34])[C:26]=3[CH:35]=2)[N:15]=1)=[O:7].C(O[BH-](OC(=O)C)OC(=O)C)(=O)C.[Na+]. The catalyst is C1COCC1.ClCCCl. The product is [CH3:4][NH:5][C:6]([C:8]1[S:9][CH:10]=[CH:11][C:12]=1[NH:13][C:14]1[C:19]([Cl:20])=[CH:18][N:17]=[C:16]([NH:21][C:22]2[CH:23]=[CH:24][C:25]3[CH2:31][N:30]([CH2:1][CH3:2])[CH2:29][C:28](=[O:32])[N:27]([CH2:33][CH3:34])[C:26]=3[CH:35]=2)[N:15]=1)=[O:7]. The yield is 0.500. (5) The reactants are [C:1]([C:3]1[O:4][C:5]2[CH:11]=[CH:10][C:9]([C:12]([O:14]C)=[O:13])=[CH:8][C:6]=2[CH:7]=1)#[N:2].C[OH:17]. The catalyst is O. The product is [NH2:2][C:1]([C:3]1[O:4][C:5]2[CH:11]=[CH:10][C:9]([C:12]([OH:14])=[O:13])=[CH:8][C:6]=2[CH:7]=1)=[O:17]. The yield is 0.970. (6) The reactants are [C:1]([C:4]1[C:5]([NH:13][C:14]([C:16]2[C:25]3[C:20](=[CH:21][CH:22]=[CH:23][CH:24]=3)[CH:19]=[CH:18][CH:17]=2)=O)=[CH:6][C:7]2[O:11][CH2:10][O:9][C:8]=2[CH:12]=1)(=[O:3])[CH3:2].CC(C)([O-])C.[K+].[Cl-].[NH4+]. The catalyst is C(O)(C)(C)C. The product is [C:16]1([C:14]2[CH2:2][C:1](=[O:3])[C:4]3[C:5](=[CH:6][C:7]4[O:11][CH2:10][O:9][C:8]=4[CH:12]=3)[N:13]=2)[C:25]2[C:20](=[CH:21][CH:22]=[CH:23][CH:24]=2)[CH:19]=[CH:18][CH:17]=1. The yield is 0.520. (7) The reactants are [Br:1][C:2]1[CH:3]=[C:4]2[C@:15]3([N:20]=[C:19]([NH2:21])[CH2:18][O:17][CH2:16]3)[C:14]3[CH:13]=[C:12](Cl)[N:11]=[CH:10][C:9]=3[O:8][C:5]2=[CH:6][CH:7]=1.[CH3:23][O-:24].[Na+]. The catalyst is CS(C)=O. The product is [Br:1][C:2]1[CH:3]=[C:4]2[C@:15]3([N:20]=[C:19]([NH2:21])[CH2:18][O:17][CH2:16]3)[C:14]3[CH:13]=[C:12]([O:24][CH3:23])[N:11]=[CH:10][C:9]=3[O:8][C:5]2=[CH:6][CH:7]=1. The yield is 0.618. (8) The reactants are [CH3:1][C:2]1[CH:7]=C(C=C)[CH:5]=[CH:4][C:3]=1[N+:10]([O-:12])=[O:11].S([O-])([O-])=O.[Na+].[Na+].[C:19]([OH:23])(C)([CH3:21])[CH3:20].[OH2:24]. No catalyst specified. The product is [CH3:1][C:2]1[CH:7]=[C:20]([C@H:19]([OH:23])[CH2:21][OH:24])[CH:5]=[CH:4][C:3]=1[N+:10]([O-:12])=[O:11]. The yield is 0.660.